From a dataset of CYP2C9 inhibition data for predicting drug metabolism from PubChem BioAssay. Regression/Classification. Given a drug SMILES string, predict its absorption, distribution, metabolism, or excretion properties. Task type varies by dataset: regression for continuous measurements (e.g., permeability, clearance, half-life) or binary classification for categorical outcomes (e.g., BBB penetration, CYP inhibition). Dataset: cyp2c9_veith. (1) The compound is [Cl-].[Li+]. The result is 0 (non-inhibitor). (2) The molecule is CSc1ccc(CNc2ccccc2)cc1. The result is 1 (inhibitor).